From a dataset of NCI-60 drug combinations with 297,098 pairs across 59 cell lines. Regression. Given two drug SMILES strings and cell line genomic features, predict the synergy score measuring deviation from expected non-interaction effect. (1) Drug 1: C#CCC(CC1=CN=C2C(=N1)C(=NC(=N2)N)N)C3=CC=C(C=C3)C(=O)NC(CCC(=O)O)C(=O)O. Drug 2: CC12CCC3C(C1CCC2OP(=O)(O)O)CCC4=C3C=CC(=C4)OC(=O)N(CCCl)CCCl.[Na+]. Cell line: UACC-257. Synergy scores: CSS=7.54, Synergy_ZIP=-4.94, Synergy_Bliss=5.87, Synergy_Loewe=1.18, Synergy_HSA=2.85. (2) Drug 1: CC12CCC(CC1=CCC3C2CCC4(C3CC=C4C5=CN=CC=C5)C)O. Drug 2: COCCOC1=C(C=C2C(=C1)C(=NC=N2)NC3=CC=CC(=C3)C#C)OCCOC.Cl. Cell line: OVCAR-4. Synergy scores: CSS=18.3, Synergy_ZIP=-1.33, Synergy_Bliss=5.22, Synergy_Loewe=6.78, Synergy_HSA=6.55. (3) Drug 1: CCC1(CC2CC(C3=C(CCN(C2)C1)C4=CC=CC=C4N3)(C5=C(C=C6C(=C5)C78CCN9C7C(C=CC9)(C(C(C8N6C)(C(=O)OC)O)OC(=O)C)CC)OC)C(=O)OC)O.OS(=O)(=O)O. Drug 2: C(CCl)NC(=O)N(CCCl)N=O. Cell line: SR. Synergy scores: CSS=38.9, Synergy_ZIP=0.0246, Synergy_Bliss=2.14, Synergy_Loewe=1.15, Synergy_HSA=1.59. (4) Synergy scores: CSS=-4.18, Synergy_ZIP=2.27, Synergy_Bliss=0.880, Synergy_Loewe=-2.92, Synergy_HSA=-3.21. Drug 1: CS(=O)(=O)CCNCC1=CC=C(O1)C2=CC3=C(C=C2)N=CN=C3NC4=CC(=C(C=C4)OCC5=CC(=CC=C5)F)Cl. Drug 2: CCN(CC)CCNC(=O)C1=C(NC(=C1C)C=C2C3=C(C=CC(=C3)F)NC2=O)C. Cell line: BT-549. (5) Drug 1: CS(=O)(=O)C1=CC(=C(C=C1)C(=O)NC2=CC(=C(C=C2)Cl)C3=CC=CC=N3)Cl. Drug 2: C(=O)(N)NO. Cell line: HOP-62. Synergy scores: CSS=1.37, Synergy_ZIP=-0.845, Synergy_Bliss=1.35, Synergy_Loewe=-3.73, Synergy_HSA=-0.598.